This data is from Reaction yield outcomes from USPTO patents with 853,638 reactions. The task is: Predict the reaction yield, written as a fraction of the theoretical maximum amount of product (1.0 means a 100% yield; for example, 0.34 means a 34% yield). (1) The reactants are C([O:8][C:9]1[CH:10]=[C:11]([C:24]2[CH:29]=[C:28]([CH3:30])[CH:27]=[CH:26][N:25]=2)[C:12]2[S:16][C:15]([NH:17][C:18]([NH:20][CH2:21][CH3:22])=[O:19])=[N:14][C:13]=2[CH:23]=1)C1C=CC=CC=1.CS(O)(=O)=O. The catalyst is ClCCl. The product is [CH2:21]([NH:20][C:18]([NH:17][C:15]1[S:16][C:12]2[C:11]([C:24]3[CH:29]=[C:28]([CH3:30])[CH:27]=[CH:26][N:25]=3)=[CH:10][C:9]([OH:8])=[CH:23][C:13]=2[N:14]=1)=[O:19])[CH3:22]. The yield is 0.460. (2) The reactants are [C:1]([C:4]1[CH:5]=[N:6][C:7]2[C:12]([C:13]=1[NH:14][CH:15]1[CH2:20][CH2:19][CH:18]([CH2:21][N:22]3[CH2:27][CH2:26][N:25](C(OC(C)(C)C)=O)[CH2:24][CH2:23]3)[CH2:17][CH2:16]1)=[N:11][C:10]([C:35]1[CH:40]=[C:39]([Cl:41])[C:38]([OH:42])=[C:37]([Cl:43])[CH:36]=1)=[CH:9][CH:8]=2)(=[O:3])[CH3:2].C(O)(C(F)(F)F)=O. No catalyst specified. The product is [ClH:41].[ClH:41].[ClH:41].[Cl:41][C:39]1[CH:40]=[C:35]([C:10]2[N:11]=[C:12]3[C:7](=[CH:8][CH:9]=2)[N:6]=[CH:5][C:4]([C:1](=[O:3])[CH3:2])=[C:13]3[NH:14][C@H:15]2[CH2:20][CH2:19][C@H:18]([CH2:21][N:22]3[CH2:23][CH2:24][NH:25][CH2:26][CH2:27]3)[CH2:17][CH2:16]2)[CH:36]=[C:37]([Cl:43])[C:38]=1[OH:42]. The yield is 0.470. (3) The reactants are [CH3:1][S:2](Cl)(=[O:4])=[O:3].[NH:6]1[CH2:9][CH:8]([CH2:10][O:11][C:12]2[CH:36]=[CH:35][C:34]([C:37]([F:40])([F:39])[F:38])=[CH:33][C:13]=2[C:14](/[N:16]=[C:17]2/[N:18]([CH2:27][C@H:28]3[CH2:32][CH2:31][CH2:30][O:29]3)[N:19]([CH3:26])[C:20]([C:22]([CH3:25])([CH3:24])[CH3:23])=[CH:21]/2)=[O:15])[CH2:7]1.C(N(CC)CC)C. The catalyst is C1COCC1. The product is [C:22]([C:20]1[N:19]([CH3:26])[N:18]([CH2:27][C@H:28]2[CH2:32][CH2:31][CH2:30][O:29]2)/[C:17](=[N:16]/[C:14](=[O:15])[C:13]2[CH:33]=[C:34]([C:37]([F:40])([F:39])[F:38])[CH:35]=[CH:36][C:12]=2[O:11][CH2:10][CH:8]2[CH2:9][N:6]([S:2]([CH3:1])(=[O:4])=[O:3])[CH2:7]2)/[CH:21]=1)([CH3:25])([CH3:23])[CH3:24]. The yield is 0.490. (4) The reactants are C(O)(C(F)(F)F)=O.C(OC(=O)[N:14]([CH2:18][CH2:19][CH2:20][N:21]1[C:25]([NH2:26])=[C:24]([C:27](=[O:29])[NH2:28])[N:23]=[C:22]1[S:30][C:31]1[C:36]([Cl:37])=[CH:35][C:34]([C:38]([F:41])([F:40])[F:39])=[CH:33][N:32]=1)[CH:15]([CH3:17])[CH3:16])(C)(C)C. The catalyst is C(Cl)Cl. The product is [NH2:26][C:25]1[N:21]([CH2:20][CH2:19][CH2:18][NH:14][CH:15]([CH3:17])[CH3:16])[C:22]([S:30][C:31]2[C:36]([Cl:37])=[CH:35][C:34]([C:38]([F:41])([F:40])[F:39])=[CH:33][N:32]=2)=[N:23][C:24]=1[C:27]([NH2:28])=[O:29]. The yield is 0.620. (5) The reactants are [C:1](=[O:15])([O:5][C:6]1[CH:11]=[CH:10][C:9]([N+:12]([O-:14])=[O:13])=[CH:8][CH:7]=1)[O:2][CH2:3]I.[N:16]([CH2:19][CH2:20][CH2:21][CH2:22][CH2:23][C:24]([OH:26])=[O:25])=[N+:17]=[N-:18]. The catalyst is C(#N)C.[Ag]=O. The product is [N:16]([CH2:19][CH2:20][CH2:21][CH2:22][CH2:23][C:24]([O:26][CH2:3][O:2][C:1]([O:5][C:6]1[CH:11]=[CH:10][C:9]([N+:12]([O-:14])=[O:13])=[CH:8][CH:7]=1)=[O:15])=[O:25])=[N+:17]=[N-:18]. The yield is 0.400.